The task is: Regression. Given two drug SMILES strings and cell line genomic features, predict the synergy score measuring deviation from expected non-interaction effect.. This data is from Merck oncology drug combination screen with 23,052 pairs across 39 cell lines. Drug 1: CC1(c2nc3c(C(N)=O)cccc3[nH]2)CCCN1. Drug 2: CCC1(O)C(=O)OCc2c1cc1n(c2=O)Cc2cc3c(CN(C)C)c(O)ccc3nc2-1. Cell line: MSTO. Synergy scores: synergy=-3.89.